This data is from Full USPTO retrosynthesis dataset with 1.9M reactions from patents (1976-2016). The task is: Predict the reactants needed to synthesize the given product. (1) Given the product [F:1][C:2]1[CH:7]=[CH:6][CH:5]=[C:4]([N+:8]([O-:10])=[O:9])[C:3]=1[NH:18][C:12]1[CH:17]=[CH:16][CH:15]=[CH:14][CH:13]=1, predict the reactants needed to synthesize it. The reactants are: [F:1][C:2]1[CH:7]=[CH:6][CH:5]=[C:4]([N+:8]([O-:10])=[O:9])[C:3]=1F.[C:12]1([NH2:18])[CH:17]=[CH:16][CH:15]=[CH:14][CH:13]=1.C(=O)([O-])[O-].[K+].[K+]. (2) Given the product [CH2:1]([N:8]([C:38]([O:40][C:41]([CH3:44])([CH3:43])[CH3:42])=[O:39])[CH2:9][CH2:10][C:11]1[CH:12]=[CH:13][C:14]([S:17]([C:20]2[CH:21]=[CH:22][C:23]([O:30][CH2:31][C:32]3[CH:33]=[CH:34][CH:35]=[CH:36][CH:37]=3)=[C:24]([CH:29]=2)[C:25]([OH:27])=[O:26])(=[O:18])=[O:19])=[CH:15][CH:16]=1)[C:2]1[CH:7]=[CH:6][CH:5]=[CH:4][CH:3]=1, predict the reactants needed to synthesize it. The reactants are: [CH2:1]([N:8]([C:38]([O:40][C:41]([CH3:44])([CH3:43])[CH3:42])=[O:39])[CH2:9][CH2:10][C:11]1[CH:16]=[CH:15][C:14]([S:17]([C:20]2[CH:21]=[CH:22][C:23]([O:30][CH2:31][C:32]3[CH:37]=[CH:36][CH:35]=[CH:34][CH:33]=3)=[C:24]([CH:29]=2)[C:25]([O:27]C)=[O:26])(=[O:19])=[O:18])=[CH:13][CH:12]=1)[C:2]1[CH:7]=[CH:6][CH:5]=[CH:4][CH:3]=1.[OH-].[Na+].Cl. (3) Given the product [SH:1][CH2:2][CH2:3][CH2:4][Si:5]([O:12][CH3:13])([O:6][CH3:7])[O:9][CH3:10], predict the reactants needed to synthesize it. The reactants are: [SH:1][CH2:2][CH2:3][CH2:4][Si:5]([O:12][CH2:13]C)([O:9][CH2:10]C)[O:6][CH2:7]C.SCCC[Si](C)(OC)OC. (4) Given the product [Br:1][C:2]1[C:3]([N:20]2[CH2:25][CH2:24][N:23]([C:35](=[O:36])[CH2:34][NH:33][C:31](=[O:32])[O:30][C:26]([CH3:27])([CH3:28])[CH3:29])[CH2:22][CH2:21]2)=[C:4]2[C:10]([NH:11][C:12](=[O:19])[C:13]3[CH:18]=[CH:17][CH:16]=[N:15][CH:14]=3)=[CH:9][NH:8][C:5]2=[N:6][CH:7]=1, predict the reactants needed to synthesize it. The reactants are: [Br:1][C:2]1[C:3]([N:20]2[CH2:25][CH2:24][NH:23][CH2:22][CH2:21]2)=[C:4]2[C:10]([NH:11][C:12](=[O:19])[C:13]3[CH:18]=[CH:17][CH:16]=[N:15][CH:14]=3)=[CH:9][NH:8][C:5]2=[N:6][CH:7]=1.[C:26]([O:30][C:31]([NH:33][CH2:34][C:35](O)=[O:36])=[O:32])([CH3:29])([CH3:28])[CH3:27].C1C=CC2N(O)N=NC=2C=1.O.CCN=C=NCCCN(C)C.CCN(C(C)C)C(C)C. (5) Given the product [CH3:35][C:34]([CH3:37])([CH3:36])[CH2:38][C:39]([O:27][C:24]1[CH:23]=[CH:22][C:21]([S:18]([N:4]2[CH:3]([CH2:1][CH3:2])[C:16]3[C:11](=[CH:12][CH:13]=[C:14]([F:17])[CH:15]=3)[C:10]3[CH:9]=[CH:8][CH:7]=[CH:6][C:5]2=3)(=[O:20])=[O:19])=[CH:26][CH:25]=1)=[O:40], predict the reactants needed to synthesize it. The reactants are: [CH2:1]([CH:3]1[C:16]2[C:11](=[CH:12][CH:13]=[C:14]([F:17])[CH:15]=2)[C:10]2[CH:9]=[CH:8][CH:7]=[CH:6][C:5]=2[N:4]1[S:18]([C:21]1[CH:26]=[CH:25][C:24]([OH:27])=[CH:23][CH:22]=1)(=[O:20])=[O:19])[CH3:2].N1C=CC=CC=1.[C:34]([CH2:38][C:39](Cl)=[O:40])([CH3:37])([CH3:36])[CH3:35]. (6) The reactants are: C(OC([N:8]1[CH2:13][CH2:12][C:11]([C:16](=[O:25])[NH:17][C:18]2[CH:23]=[CH:22][C:21]([Cl:24])=[CH:20][CH:19]=2)([C:14]#[N:15])[CH2:10][CH2:9]1)=O)(C)(C)C.Cl. Given the product [Cl:24][C:21]1[CH:22]=[CH:23][C:18]([NH:17][C:16]([C:11]2([C:14]#[N:15])[CH2:10][CH2:9][NH:8][CH2:13][CH2:12]2)=[O:25])=[CH:19][CH:20]=1, predict the reactants needed to synthesize it. (7) Given the product [CH3:6][C:5](=[CH2:7])[CH:4]=[C:2]([P:8]([OH:11])(=[O:9])[OH:10])[CH3:3], predict the reactants needed to synthesize it. The reactants are: O=[C:2]([CH:4]=[C:5]([CH3:7])[CH3:6])[CH3:3].[P:8]([OH:11])([OH:10])[OH:9].C(OC(=O)C)(=O)C. (8) Given the product [CH2:1]([C:10]1[CH:11]=[CH:12][C:13]([CH:14]=[O:15])=[CH:16][CH:17]=1)[CH2:2][CH2:3][CH2:4][CH2:5][CH2:6][CH2:7][CH2:8][CH2:9][CH2:19][CH2:18][CH3:28], predict the reactants needed to synthesize it. The reactants are: [CH2:1]([C:10]1[CH:17]=[CH:16][C:13]([CH:14]=[O:15])=[CH:12][CH:11]=1)[CH2:2][CH2:3][CH2:4][CH2:5][CH2:6][CH2:7][CH2:8][CH3:9].[CH2:18]([C:28]1C=CC(C=O)=CC=1)[CH2:19]CCCCCCCC. (9) Given the product [C:14]([O:13][C:11]([N:18]1[CH2:23][CH2:22][N:21]([C:2]2[CH:7]=[CH:6][C:5]([N+:8]([O-:10])=[O:9])=[CH:4][N:3]=2)[CH2:20][CH2:19]1)=[O:12])([CH3:17])([CH3:15])[CH3:16], predict the reactants needed to synthesize it. The reactants are: Cl[C:2]1[CH:7]=[CH:6][C:5]([N+:8]([O-:10])=[O:9])=[CH:4][N:3]=1.[C:11]([N:18]1[CH2:23][CH2:22][NH:21][CH2:20][CH2:19]1)([O:13][C:14]([CH3:17])([CH3:16])[CH3:15])=[O:12].C1CCN2C(=NCCC2)CC1. (10) Given the product [C:1]([Si:5]([CH3:25])([CH3:24])[O:6][C:7]1[CH:8]=[C:9]2[C:17](=[CH:18][CH:19]=1)[CH:14]([C:20](=[O:30])[CH3:21])[C:15]1[C:34]3[N:33]=[CH:35][CH:22]=[CH:23][C:13]=3[S:12][CH2:11][C:10]2=1)([CH3:4])([CH3:3])[CH3:2], predict the reactants needed to synthesize it. The reactants are: [C:1]([Si:5]([CH3:25])([CH3:24])[O:6][C:7]1[CH:8]=[C:9]2[C:17](=[CH:18][CH:19]=1)N[C:15]1[C:14]3[CH:20]=[CH:21][CH:22]=[CH:23][C:13]=3[S:12][CH2:11][C:10]2=1)([CH3:4])([CH3:3])[CH3:2].[H-].[Na+].C(Cl)(=[O:30])C.C[N:33]([CH:35]=O)[CH3:34].